Predict which catalyst facilitates the given reaction. From a dataset of Catalyst prediction with 721,799 reactions and 888 catalyst types from USPTO. (1) Reactant: [Br:1][C:2]1[CH:3]=[C:4]([NH:8][C:9](=[O:20])[C:10]2[CH:15]=[CH:14][C:13](Cl)=[C:12]([N+:17]([O-:19])=[O:18])[CH:11]=2)[CH:5]=[CH:6][CH:7]=1.[NH2:21][C:22]1[CH:23]=[C:24]([SH:28])[CH:25]=[CH:26][CH:27]=1.C(=O)([O-])[O-].[Cs+].[Cs+].Cl. Product: [NH2:21][C:22]1[CH:23]=[C:24]([S:28][C:13]2[CH:14]=[CH:15][C:10]([C:9]([NH:8][C:4]3[CH:5]=[CH:6][CH:7]=[C:2]([Br:1])[CH:3]=3)=[O:20])=[CH:11][C:12]=2[N+:17]([O-:19])=[O:18])[CH:25]=[CH:26][CH:27]=1. The catalyst class is: 9. (2) Reactant: C([N:4](CC=C)[S:5]([C:8]1[CH:9]=[N:10][CH:11]=[CH:12][C:13]=1[NH:14][S:15]([C:18]1[CH:23]=[CH:22][CH:21]=[C:20]([C:24]2[CH:25]=[N:26][C:27]([O:31][CH3:32])=[C:28]([Cl:30])[CH:29]=2)[CH:19]=1)(=[O:17])=[O:16])(=[O:7])=[O:6])C=C.CN1C(=O)CC(=O)N(C)C1=O. Product: [Cl:30][C:28]1[CH:29]=[C:24]([C:20]2[CH:19]=[C:18]([S:15]([NH:14][C:13]3[CH:12]=[CH:11][N:10]=[CH:9][C:8]=3[S:5]([NH2:4])(=[O:6])=[O:7])(=[O:16])=[O:17])[CH:23]=[CH:22][CH:21]=2)[CH:25]=[N:26][C:27]=1[O:31][CH3:32]. The catalyst class is: 668. (3) Reactant: [C:1]1([C:7]2[CH:11]([C:12]3[CH:17]=[CH:16][CH:15]=[CH:14][CH:13]=3)[C:10](=[S:18])[NH:9][N:8]=2)[CH:6]=[CH:5][CH:4]=[CH:3][CH:2]=1.Br[CH2:20][CH2:21][O:22][CH3:23].C([O-])([O-])=O.[K+].[K+].O. Product: [CH3:23][O:22][CH2:21][CH2:20][S:18][C:10]1[NH:9][N:8]=[C:7]([C:1]2[CH:2]=[CH:3][CH:4]=[CH:5][CH:6]=2)[C:11]=1[C:12]1[CH:13]=[CH:14][CH:15]=[CH:16][CH:17]=1. The catalyst class is: 3. (4) Reactant: [N:1]1[C:9]2[C:4](=[N:5][CH:6]=[CH:7][CH:8]=2)[N:3]([C:10]2[CH:15]=[CH:14][C:13]([CH2:16][C:17]([OH:19])=O)=[CH:12][CH:11]=2)[CH:2]=1.[CH2:20]([N:22]1[CH2:27][CH2:26][N:25]([CH2:28][C:29]2[CH:34]=[CH:33][C:32]([NH2:35])=[CH:31][C:30]=2[C:36]([F:39])([F:38])[F:37])[CH2:24][CH2:23]1)[CH3:21]. Product: [CH2:20]([N:22]1[CH2:27][CH2:26][N:25]([CH2:28][C:29]2[CH:34]=[CH:33][C:32]([NH:35][C:17](=[O:19])[CH2:16][C:13]3[CH:12]=[CH:11][C:10]([N:3]4[C:4]5=[N:5][CH:6]=[CH:7][CH:8]=[C:9]5[N:1]=[CH:2]4)=[CH:15][CH:14]=3)=[CH:31][C:30]=2[C:36]([F:39])([F:37])[F:38])[CH2:24][CH2:23]1)[CH3:21]. The catalyst class is: 61.